Dataset: Reaction yield outcomes from USPTO patents with 853,638 reactions. Task: Predict the reaction yield, written as a fraction of the theoretical maximum amount of product (1.0 means a 100% yield; for example, 0.34 means a 34% yield). (1) The reactants are [Cl:1][C:2]1[CH:3]=[C:4]2[C:9](=[C:10]([CH3:12])[CH:11]=1)[NH:8][CH:7]([C:13]([F:16])([F:15])[F:14])[C:6]([C:17]([O:19]CC)=[O:18])=[CH:5]2.[OH-].[Li+].Cl.C(OCC)C. The catalyst is CO.O1CCCC1.O. The product is [Cl:1][C:2]1[CH:3]=[C:4]2[C:9](=[C:10]([CH3:12])[CH:11]=1)[NH:8][CH:7]([C:13]([F:16])([F:14])[F:15])[C:6]([C:17]([OH:19])=[O:18])=[CH:5]2. The yield is 0.950. (2) The reactants are P(Br)(Br)[Br:2].C1CCC(C2(CN3N=CN=C3)CCN(C([C@H](NC([C@@H:31]3[NH:40][CH2:39][C:38]4[C:33](=[CH:34][CH:35]=[CH:36][CH:37]=4)[CH2:32]3)=O)CC3C=CC(Cl)=CC=3)=O)CC2)CC1.[CH2:47](Br)[CH:48]=[CH2:49].CCN(C(C)C)C(C)C. The catalyst is C(Cl)Cl.CN(C=O)C. The product is [BrH:2].[CH2:49]([N:40]1[CH2:31][CH2:32][CH:33]2[C:38](=[CH:37][CH:36]=[CH:35][CH2:34]2)[CH2:39]1)[CH:48]=[CH2:47]. The yield is 0.590. (3) The reactants are [NH:1]1[C:7](=[O:8])[CH2:6][CH2:5][CH2:4][C:3]2[CH:9]=[CH:10][CH:11]=[CH:12][C:2]1=2.[N+:13]([O-])([OH:15])=[O:14].S(=O)(=O)(O)O. The catalyst is O. The product is [N+:13]([C:10]1[CH:11]=[CH:12][C:2]2[NH:1][C:7](=[O:8])[CH2:6][CH2:5][CH2:4][C:3]=2[CH:9]=1)([O-:15])=[O:14]. The yield is 0.530. (4) The reactants are [Cl:1][C:2]1[CH:3]=[C:4]([C:9]2([C:26]([F:29])([F:28])[F:27])[O:13][N:12]=[C:11]([C:14]3[CH:15]=[CH:16][C:17]([N:21]4[CH:25]=[N:24][CH:23]=[N:22]4)=[C:18]([CH:20]=3)[NH2:19])[CH2:10]2)[CH:5]=[C:6]([Cl:8])[CH:7]=1.N1C=CC=CC=1.[C:36](Cl)(=[O:38])[CH3:37].O. The catalyst is C1COCC1.C(OCC)(=O)C. The product is [Cl:1][C:2]1[CH:3]=[C:4]([C:9]2([C:26]([F:29])([F:27])[F:28])[O:13][N:12]=[C:11]([C:14]3[CH:15]=[CH:16][C:17]([N:21]4[CH:25]=[N:24][CH:23]=[N:22]4)=[C:18]([NH:19][C:36](=[O:38])[CH3:37])[CH:20]=3)[CH2:10]2)[CH:5]=[C:6]([Cl:8])[CH:7]=1. The yield is 0.510. (5) The reactants are Cl.[NH2:2][C@@H:3]1[C:11]2[C:6](=[C:7]([C:12]3[S:16][C:15]([C:17]4[CH:18]=[CH:19][C:20]([O:25][CH:26]([CH3:28])[CH3:27])=[C:21]([CH:24]=4)[C:22]#[N:23])=[N:14][N:13]=3)[CH:8]=[CH:9][CH:10]=2)[CH2:5][CH2:4]1.CCN(C(C)C)C(C)C.[CH3:38][S:39]([CH:42]=[CH2:43])(=[O:41])=[O:40]. The catalyst is CC(N(C)C)=O. The product is [CH:26]([O:25][C:20]1[CH:19]=[CH:18][C:17]([C:15]2[S:16][C:12]([C:7]3[CH:8]=[CH:9][CH:10]=[C:11]4[C:6]=3[CH2:5][CH2:4][C@@H:3]4[NH:2][CH2:43][CH2:42][S:39]([CH3:38])(=[O:41])=[O:40])=[N:13][N:14]=2)=[CH:24][C:21]=1[C:22]#[N:23])([CH3:28])[CH3:27]. The yield is 0.310.